From a dataset of Reaction yield outcomes from USPTO patents with 853,638 reactions. Predict the reaction yield, written as a fraction of the theoretical maximum amount of product (1.0 means a 100% yield; for example, 0.34 means a 34% yield). (1) The yield is 0.960. The product is [Cl:33][CH2:34][C:35]([NH:1][C:2]1[N:3]=[N:4][N:5]([CH2:7][CH:8]([F:23])[CH2:9][CH2:10][N:11]2[CH:15]=[C:14]([C:16]([O:18][C:19]([CH3:20])([CH3:22])[CH3:21])=[O:17])[N:13]=[N:12]2)[CH:6]=1)=[O:36]. The catalyst is C1COCC1. The reactants are [NH2:1][C:2]1[N:3]=[N:4][N:5]([CH2:7][CH:8]([F:23])[CH2:9][CH2:10][N:11]2[CH:15]=[C:14]([C:16]([O:18][C:19]([CH3:22])([CH3:21])[CH3:20])=[O:17])[N:13]=[N:12]2)[CH:6]=1.CCN(C(C)C)C(C)C.[Cl:33][CH2:34][C:35](Cl)=[O:36]. (2) The reactants are [F:1][C:2]1[CH:7]=[CH:6][C:5]([C:8]2[CH:9]=[C:10]([C:15]([O:17]C)=[O:16])[C:11](=[O:14])[NH:12][N:13]=2)=[CH:4][C:3]=1[CH3:19].[F:20][C:21]1[CH:22]=[C:23]([CH:26]=[CH:27][C:28]=1[F:29])[CH2:24]Cl. No catalyst specified. The product is [C:15]([C:10]1[C:11](=[O:14])[N:12]([CH2:24][C:23]2[CH:26]=[CH:27][C:28]([F:29])=[C:21]([F:20])[CH:22]=2)[N:13]=[C:8]([C:5]2[CH:6]=[CH:7][C:2]([F:1])=[C:3]([CH3:19])[CH:4]=2)[CH:9]=1)([OH:17])=[O:16]. The yield is 0.667. (3) The reactants are [F:1][C:2]1[CH:15]=[CH:14][C:5]([O:6][CH2:7][C:8]([O:10]C(C)C)=[O:9])=[C:4]([CH3:16])[C:3]=1[NH:17][CH2:18][C:19]1[CH:24]=[C:23]([OH:25])[CH:22]=[C:21]([C:26]2[CH:31]=[CH:30][CH:29]=[C:28]([F:32])[CH:27]=2)[CH:20]=1.[OH-].[Na+]. The yield is 0.370. The catalyst is CO.C1COCC1. The product is [F:1][C:2]1[CH:15]=[CH:14][C:5]([O:6][CH2:7][C:8]([OH:10])=[O:9])=[C:4]([CH3:16])[C:3]=1[NH:17][CH2:18][C:19]1[CH:24]=[C:23]([OH:25])[CH:22]=[C:21]([C:26]2[CH:31]=[CH:30][CH:29]=[C:28]([F:32])[CH:27]=2)[CH:20]=1. (4) The reactants are [C:1]([C:3]1[C:7]([CH3:8])=[C:6]([CH3:9])[S:5][C:4]=1[NH:10][C:11]([NH:13]C(=O)C1C=CC=CC=1)=[S:12])#[N:2].[OH-].[Na+].[CH3:24]I. The catalyst is C(O)C. The product is [CH3:8][C:7]1[C:3]2[C:1]([NH2:2])=[N:13][C:11]([S:12][CH3:24])=[N:10][C:4]=2[S:5][C:6]=1[CH3:9]. The yield is 0.890. (5) The reactants are [N+:1]([C:4]1[CH:5]=[C:6]([C@@H:10](O)[CH2:11][CH2:12][C@@H:13]([C:15]2[CH:20]=[CH:19][CH:18]=[C:17]([N+:21]([O-:23])=[O:22])[CH:16]=2)O)[CH:7]=[CH:8][CH:9]=1)([O-:3])=[O:2].[NH2:25][C:26]1[CH:31]=[CH:30][C:29]([C:32]([F:35])([F:34])[F:33])=[CH:28][CH:27]=1. No catalyst specified. The product is [N+:1]([C:4]1[CH:5]=[C:6]([C@H:10]2[CH2:11][CH2:12][C@H:13]([C:15]3[CH:20]=[CH:19][CH:18]=[C:17]([N+:21]([O-:23])=[O:22])[CH:16]=3)[N:25]2[C:26]2[CH:31]=[CH:30][C:29]([C:32]([F:33])([F:34])[F:35])=[CH:28][CH:27]=2)[CH:7]=[CH:8][CH:9]=1)([O-:3])=[O:2]. The yield is 0.190.